Dataset: Forward reaction prediction with 1.9M reactions from USPTO patents (1976-2016). Task: Predict the product of the given reaction. (1) Given the reactants [CH3:1][C:2]1[O:6][N:5]=[C:4]([C:7]2[CH:12]=[CH:11][C:10]([NH2:13])=[CH:9][CH:8]=2)[N:3]=1.[N:14]([O-])=O.[Na+].O.O.[Sn](Cl)(Cl)(Cl)Cl.N, predict the reaction product. The product is: [CH3:1][C:2]1[O:6][N:5]=[C:4]([C:7]2[CH:12]=[CH:11][C:10]([NH:13][NH2:14])=[CH:9][CH:8]=2)[N:3]=1. (2) Given the reactants Cl[C:2]1[CH:3]=[CH:4][C:5]2[N:6]([C:8]([N:11]3[CH2:15][CH2:14][CH2:13][C:12]3=[O:16])=[CH:9][N:10]=2)[N:7]=1.[NH2:17][CH2:18][C@@H:19]1[CH2:23][CH2:22][CH2:21][N:20]1[C:24]([O:26][C:27]([CH3:30])([CH3:29])[CH3:28])=[O:25], predict the reaction product. The product is: [O:16]=[C:12]1[CH2:13][CH2:14][CH2:15][N:11]1[C:8]1[N:6]2[N:7]=[C:2]([NH:17][CH2:18][C@@H:19]3[CH2:23][CH2:22][CH2:21][N:20]3[C:24]([O:26][C:27]([CH3:30])([CH3:29])[CH3:28])=[O:25])[CH:3]=[CH:4][C:5]2=[N:10][CH:9]=1.